Task: Predict the reactants needed to synthesize the given product.. Dataset: Full USPTO retrosynthesis dataset with 1.9M reactions from patents (1976-2016) (1) Given the product [CH3:1][C:2]1[N:7]=[C:6]2[S:8][C:9]3[CH2:14][CH2:13][CH2:12][CH2:11][C:10]=3[C:5]2=[C:4]([C:15]2[CH:16]=[CH:17][C:18]([CH3:21])=[CH:19][CH:20]=2)[C:3]=1[CH:22]([CH2:43][CH2:44][C:45]1[CH:50]=[CH:49][CH:48]=[CH:47][CH:46]=1)[C:23]([O:25][CH3:26])=[O:24], predict the reactants needed to synthesize it. The reactants are: [CH3:1][C:2]1[N:7]=[C:6]2[S:8][C:9]3[CH2:14][CH2:13][CH2:12][CH2:11][C:10]=3[C:5]2=[C:4]([C:15]2[CH:20]=[CH:19][C:18]([CH3:21])=[CH:17][CH:16]=2)[C:3]=1[CH2:22][C:23]([O:25][CH3:26])=[O:24].[Li+].C[Si]([N-][Si](C)(C)C)(C)C.C1COCC1.Br[CH2:43][CH2:44][C:45]1[CH:50]=[CH:49][CH:48]=[CH:47][CH:46]=1. (2) Given the product [OH:2][CH2:1][CH2:3][NH:4][C:8]([C:10]1[C:11]2[S:19][CH:18]=[C:17]([CH2:20][O:21][C:22]3[CH:27]=[C:26]([C:28]4[NH:32][C:31]([CH3:33])=[N:30][N:29]=4)[CH:25]=[CH:24][C:23]=3[CH3:34])[C:12]=2[C:13]([NH2:16])=[N:14][CH:15]=1)=[O:7], predict the reactants needed to synthesize it. The reactants are: [CH2:1]([CH2:3][NH2:4])[OH:2].C([O:7][C:8]([C:10]1[C:11]2[S:19][CH:18]=[C:17]([CH2:20][O:21][C:22]3[CH:27]=[C:26]([C:28]4[NH:32][C:31]([CH3:33])=[N:30][N:29]=4)[CH:25]=[CH:24][C:23]=3[CH3:34])[C:12]=2[C:13]([NH2:16])=[N:14][CH:15]=1)=O)C. (3) Given the product [N:2]1([C:8]2[N:13]=[CH:12][C:11]([NH:14][C:15]([C:17]3[O:21][C:20]([NH:22][C:23]4[CH:24]=[C:25]([CH:33]=[CH:34][CH:35]=4)[C:26]([OH:28])=[O:27])=[N:19][N:18]=3)=[O:16])=[CH:10][CH:9]=2)[CH2:7][CH2:6][O:5][CH2:4][CH2:3]1, predict the reactants needed to synthesize it. The reactants are: Cl.[N:2]1([C:8]2[N:13]=[CH:12][C:11]([NH:14][C:15]([C:17]3[O:21][C:20]([NH:22][C:23]4[CH:24]=[C:25]([CH:33]=[CH:34][CH:35]=4)[C:26]([O:28]C(C)(C)C)=[O:27])=[N:19][N:18]=3)=[O:16])=[CH:10][CH:9]=2)[CH2:7][CH2:6][O:5][CH2:4][CH2:3]1. (4) Given the product [Cl:46][C:42]1[N:41]=[C:40]([C:39]2[S:38][C:37]([CH:47]([CH3:49])[CH3:48])=[N:36][C:35]=2[C:33]2[CH:32]=[CH:31][C:30]([F:50])=[C:29]([CH:34]=2)[NH2:28])[CH:45]=[CH:44][N:43]=1, predict the reactants needed to synthesize it. The reactants are: ClC1N=C(C2SC(C(C)C)=NC=2C2C=C(C=CC=2)N)C=CN=1.C(OC(=O)[NH:28][C:29]1[CH:34]=[C:33]([C:35]2[N:36]=[C:37]([CH:47]([CH3:49])[CH3:48])[S:38][C:39]=2[C:40]2[CH:45]=[CH:44][N:43]=[C:42]([Cl:46])[N:41]=2)[CH:32]=[CH:31][C:30]=1[F:50])C=C. (5) Given the product [CH3:16][O:17][C:18]([C:20]1[C:21]2([C:22]([O:24][CH3:25])=[O:23])[N:45]([CH2:46][CH2:47][C:48]3[C:56]4[C:51](=[CH:52][CH:53]=[CH:54][CH:55]=4)[NH:50][C:49]=32)[CH:7]=[C:6]([C:5](=[O:15])[C:4]2[CH:3]=[C:2]([Cl:1])[CH:11]=[C:10]([Cl:12])[C:9]=2[OH:8])[CH:13]=1)=[O:19], predict the reactants needed to synthesize it. The reactants are: [Cl:1][C:2]1[CH:3]=[C:4]2[C:9](=[C:10]([Cl:12])[CH:11]=1)[O:8][CH:7]=[C:6]([CH:13]=O)[C:5]2=[O:15].[CH3:16][O:17][C:18]([C:20]#[C:21][C:22]([O:24][CH3:25])=[O:23])=[O:19].C1(P(C2C=CC=CC=2)C2C=CC=CC=2)C=CC=CC=1.[NH2:45][CH2:46][CH2:47][C:48]1[C:56]2[C:51](=[CH:52][CH:53]=[CH:54][CH:55]=2)[NH:50][CH:49]=1. (6) Given the product [NH2:1][C:2]1[C:7]([C:8]([OH:10])=[O:9])=[C:6]([CH3:13])[N:5]=[C:4]2[S:14][C:15]([Br:25])=[C:16]([C:17]3[CH:22]=[CH:21][CH:20]=[C:19]([O:23][CH3:24])[CH:18]=3)[C:3]=12, predict the reactants needed to synthesize it. The reactants are: [NH2:1][C:2]1[C:7]([C:8]([O:10]CC)=[O:9])=[C:6]([CH3:13])[N:5]=[C:4]2[S:14][C:15]([Br:25])=[C:16]([C:17]3[CH:22]=[CH:21][CH:20]=[C:19]([O:23][CH3:24])[CH:18]=3)[C:3]=12.[OH-].[Na+].C(O)=O. (7) Given the product [Cl:25][CH:15]([C:13]1[CH:12]=[CH:11][CH:10]=[C:9]([C:6]2[CH:7]=[CH:8][C:3]([C:2]([F:22])([F:21])[F:1])=[CH:4][CH:5]=2)[N:14]=1)[CH2:16][CH2:17][CH2:18][CH3:19], predict the reactants needed to synthesize it. The reactants are: [F:1][C:2]([F:22])([F:21])[C:3]1[CH:8]=[CH:7][C:6]([C:9]2[N:14]=[C:13]([CH:15](O)[CH2:16][CH2:17][CH2:18][CH3:19])[CH:12]=[CH:11][CH:10]=2)=[CH:5][CH:4]=1.O=S(Cl)[Cl:25].